From a dataset of Experimentally validated miRNA-target interactions with 360,000+ pairs, plus equal number of negative samples. Binary Classification. Given a miRNA mature sequence and a target amino acid sequence, predict their likelihood of interaction. (1) The miRNA is mmu-miR-499-5p with sequence UUAAGACUUGCAGUGAUGUUU. The protein sequence of the target gene is MIPWVLLACALPCAADPLLGAFARRDFRKGSPQLVCSLPGPQGPPGPPGAPGPSGMMGRMGFPGKDGQDGHDGDRGDSGEEGPPGRTGNRGKPGPKGKAGAIGRAGPRGPKGVNGTPGKHGTPGKKGPKGKKGEPGLPGPCSCGSGHTKSAFSVAVTKSYPRERLPIKFDKILMNEGGHYNASSGKFVCGVPGIYYFTYDITLANKHLAIGLVHNGQYRIRTFDANTGNHDVASGSTILALKQGDEVWLQIFYSEQNGLFYDPYWTDSLFTGFLIYADQDDPNEV. Result: 0 (no interaction). (2) The miRNA is hsa-miR-766-3p with sequence ACUCCAGCCCCACAGCCUCAGC. The protein sequence of the target gene is MASAGDTQAGPRDAADQNFDYMFKLLLIGNSSVGKTSFLFRYADDSFTPAFVSTVGIDFKVKTVYRHDKRIKLQIWDTAGQERYRTITTAYYRGAMGFLLMYDIANQESFAAVQDWATQIKTYSWDNAQVILVGNKCDLEDERVVPAEDGRRLADDLGFEFFEASAKENINVKQVFERLVDVICEKMNESLEPSSSSGSNGKGPAVGDAPAPQPSSCSC. Result: 1 (interaction). (3) The miRNA is hsa-miR-512-3p with sequence AAGUGCUGUCAUAGCUGAGGUC. The protein sequence of the target gene is MLQKREKVLLLRTFQGRTLRIVREHYLRPCVPCHSPLCPQPAACSHDGKLLSSDVTHYVIPDWKVVQDYLEILEFPELKGIIFMQTACQAVQHQRGRRQYNKLRNLLKDARHDCILFANEFQQCCYLPRERGESMEKWQTRSIYNAAVWYYHHCQDRMPIVMVTEDEEAIQQYGSETEGVFVITFKNYLDNFWPDLKAAHELCDSILQSRRERENESQESHGKEYPEHLPLEVLEAGIKSGRYIQGILNVNKHRAQIEAFVRLQGASSKDSDLVSDILIHGMKARNRSIHGDVVVVELLP.... Result: 1 (interaction). (4) The miRNA is mmu-miR-30c-5p with sequence UGUAAACAUCCUACACUCUCAGC. The protein sequence of the target gene is MERKNPSRESPRRLSAKVGKGTEMKKVARQLGMAAAESDKDSGFSDGSSECLSSAEQMESEDMLSALGWSREDRPRQNSKTAKNAFPTLSPMVVMKNVLVKQGSSSSQLQSWTVQPSFEVISAQPQLLFLHPPVPSPVSPCHTGEKKSDSRNYLPILNSYTKIAPHPGKRGLSLGPEEKGTSGVQKKICTERLGPSLSSSEPTKAGAVPSSPSTPAPPSAKLAEDSALQGVPSLVAGGSPQTLQPVSSSHVAKAPSLTFASPASPVCASDSTLHGLESNSPLSPLSANYSSPLWAAEHLC.... Result: 0 (no interaction). (5) The miRNA is hsa-miR-656-5p with sequence AGGUUGCCUGUGAGGUGUUCA. The protein sequence of the target gene is MAAALADMADLEELSRLSPLSPGSPGPAARGRAEPPEEEEEEDDEEAEAEAVAALLLNGGAGGGAGGGEAETMSEPSPESASQAGGDEDEDEEDDEDEGSSSGGAEEESSAESLVGSSSGGCSGDETRSLSPGAASSSSGDGDGKEGLEEPKGPRGGPGGPGSSGGGSSSSSVVSSGGDEGYGTGGGGSSATSGGRRGSLEMSSDGEPLSRMDSEDSISSTLMDIDSTISSGRSTPAMMNGQGSTTASSKHIAYNCCWDQCQACFNSSPDLADHIRSIHVDGQRGGVFVCLWKGCKVYNT.... Result: 0 (no interaction). (6) The miRNA is hsa-let-7b-3p with sequence CUAUACAACCUACUGCCUUCCC. The protein sequence of the target gene is MTSLAQQLQRLALPQSDASLLSRDEVASLLFDPKEAATIDRDTAFAIGCTGLEELLGIDPSFEQFEAPLFSQLAKTLERSVQTKAVNKQLDENISLFLIHLSPYFLLKPAQKCLEWLIHRFHIHLYNQDSLIACVLPYHETRIFVRVIQLLKINNSKHRWFWLLPVKQSGVPLAKGTLITHCYKDLGFMDFICSLVTKSVKVFAEYPGSSAQLRVLLAFYASTIVSALVAAEDVSDNIIAKLFPYIQKGLKSSLPDYRAATYMIICQISVKVTMENTFVNSLASQIIKTLTKIPSLIKDG.... Result: 0 (no interaction). (7) The miRNA is hsa-miR-5692c with sequence AAUAAUAUCACAGUAGGUGUAC. The protein sequence of the target gene is MDSLPRLTSVLTLLFSGLWHLGLTATNYNCDDPLASLLSPMAFSSSSDLTGTHSPAQLNWRVGTGGWSPADSNAQQWLQMDLGNRVEITAVATQGRYGSSDWVTSYSLMFSDTGRNWKQYKQEDSIWTFAGNMNADSVVHHKLLHSVRARFVRFVPLEWNPSGKIGMRVEVYGCSYKSDVADFDGRSSLLYRFNQKLMSTLKDVISLKFKSMQGDGVLFHGEGQRGDHITLELQKGRLALHLNLGDSKARLSSSLPSATLGSLLDDQHWHSVLIERVGKQVNFTVDKHTQHFRTKGETDA.... Result: 1 (interaction). (8) The miRNA is mmu-miR-6715-3p with sequence CCAAACCAGGCGUGCCUGUGG. The protein sequence of the target gene is MPCRREEEEEAGEEAEGEEEEDDSFLLLQQSVTLGSSGEVDRLVAQIGETLQLDAAQDSPASPCAPPGVPLRAPGPLAAAVPADKARPPAVPLLLPPASAETVGPAPSGALRCALGDRGRVRGRAAPYCVAEVAAGPSALPGPCRRGWLRDAVTSRRLQQRRWTQAGARAGDDDPHRLLQQLVLSGNLIKEAVRRLQRAVAAVAATGPASAPGPGGGRSGPDRIALQPSGSLL. Result: 0 (no interaction). (9) The miRNA is hsa-miR-6751-5p with sequence UUGGGGGUGAGGUUGGUGUCUGG. The protein sequence of the target gene is MGLLTFRDVAVEFSLEEWEHLEPAQKNLYQDVMLENYRNLVSLGLVVSKPDLITFLEQRKEPWNVKSEETVAIQPDVFSHYNKDLLTEHCTEASFQKVISRRHGSCDLENLHLRKRWKREECEGHNGCYDEKTFKYDQFDESSVESLFHQQILSSCAKSYNFDQYRKVFTHSSLLNQQEEIDIWGKHHIYDKTSVLFRQVSTLNSYRNVFIGEKNYHCNNSEKTLNQSSSPKNHQENYFLEKQYKCKEFEEVFLQSMHGQEKQEQSYKCNKCVEVCTQSLKHIQHQTIHIRENSYSYNKY.... Result: 0 (no interaction). (10) The miRNA is hsa-miR-548k with sequence AAAAGUACUUGCGGAUUUUGCU. The protein sequence of the target gene is MRGAGPSPRQSPRTLRPDPGPAMSFFRRKVKGKEQEKTSDVKSIKASISVHSPQKSTKNHALLEAAGPSHVAINAISANMDSFSSSRTATLKKQPSHMEAAHFGDLGRSCLDYQTQETKSSLSKTLEQVLHDTIVLPYFIQFMELRRMEHLVKFWLEAESFHSTTWSRIRAHSLNTVKQSSLAEPVSPSKKHETTASFLTDSLDKRLEDSGSAQLFMTHSEGIDLNNRTNSTQNHLLLSQECDSAHSLRLEMARAGTHQVSMETQESSSTLTVASRNSPASPLKELSGKLMKSIEQDAVN.... Result: 0 (no interaction).